From a dataset of Full USPTO retrosynthesis dataset with 1.9M reactions from patents (1976-2016). Predict the reactants needed to synthesize the given product. (1) Given the product [CH3:9][O:8][C:5]1[C:4]([C:10]2[O:11][C:12]3[CH:18]=[CH:17][C:16]([C:19]4[CH:24]=[CH:23][C:22]([F:25])=[C:21]([Cl:26])[CH:20]=4)=[CH:15][C:13]=3[N:14]=2)=[CH:3][C:2]([N:1]2[C:36](=[O:37])[C:30]3[C:29](=[CH:28][CH:27]=[C:32]([C:33]([OH:35])=[O:34])[CH:31]=3)[C:39]2=[O:38])=[CH:7][CH:6]=1, predict the reactants needed to synthesize it. The reactants are: [NH2:1][C:2]1[CH:3]=[C:4]([C:10]2[O:11][C:12]3[CH:18]=[CH:17][C:16]([C:19]4[CH:24]=[CH:23][C:22]([F:25])=[C:21]([Cl:26])[CH:20]=4)=[CH:15][C:13]=3[N:14]=2)[C:5]([O:8][CH3:9])=[CH:6][CH:7]=1.[CH:27]1[C:32]([C:33]([OH:35])=[O:34])=[CH:31][C:30]2[C:36]([O:38][C:39](=O)[C:29]=2[CH:28]=1)=[O:37]. (2) Given the product [CH3:7][C:8]1[N:12]([CH2:13][C:14]2[CH:19]=[CH:18][CH:17]=[C:16]([O:20][CH:40]3[CH2:43][O:42][CH2:41]3)[CH:15]=2)[N:11]=[C:10]([C:21]2[O:25][N:24]=[C:23]([C:26]3[CH:31]=[CH:30][C:29]([O:32][C:33]([F:36])([F:34])[F:35])=[CH:28][CH:27]=3)[N:22]=2)[N:9]=1, predict the reactants needed to synthesize it. The reactants are: C([O-])([O-])=O.[K+].[K+].[CH3:7][C:8]1[N:12]([CH2:13][C:14]2[CH:15]=[C:16]([OH:20])[CH:17]=[CH:18][CH:19]=2)[N:11]=[C:10]([C:21]2[O:25][N:24]=[C:23]([C:26]3[CH:31]=[CH:30][C:29]([O:32][C:33]([F:36])([F:35])[F:34])=[CH:28][CH:27]=3)[N:22]=2)[N:9]=1.[I-].[Na+].Br[CH:40]1[CH2:43][O:42][CH2:41]1. (3) Given the product [OH:2][CH2:3][C:5]1[CH:6]=[CH:7][C:8]([NH:11][CH2:12][C:13]2[CH:14]=[N:15][CH:16]=[CH:17][CH:18]=2)=[CH:9][CH:10]=1, predict the reactants needed to synthesize it. The reactants are: C[O:2][C:3]([C:5]1[CH:10]=[CH:9][C:8]([NH:11][CH2:12][C:13]2[CH:14]=[N:15][CH:16]=[CH:17][CH:18]=2)=[CH:7][CH:6]=1)=O.CC(C[AlH]CC(C)C)C.CO. (4) Given the product [C:1]([O:4][C@@H:5]1[C@@H:10]([O:11][C:12](=[O:14])[CH3:13])[C@H:9]([O:15][C:16](=[O:18])[CH3:17])[C@@H:8]([CH2:19][O:20][C:21](=[O:23])[CH3:22])[O:7][C@H:6]1[O:24][C:25]1[C:29]([CH2:30][C:31]2[CH:36]=[CH:35][C:34]([O:37][CH2:38][CH2:39][CH2:40][N:41]([C:47]([O:49][CH2:50][C:51]3[CH:52]=[CH:53][CH:54]=[CH:55][CH:56]=3)=[O:48])[CH2:42][CH2:43][C:44](=[O:45])[NH:62][C@H:63]([C:66](=[O:67])[NH2:68])[CH2:64][OH:65])=[CH:33][C:32]=2[CH3:57])=[C:28]([CH:58]([CH3:60])[CH3:59])[NH:27][N:26]=1)(=[O:3])[CH3:2], predict the reactants needed to synthesize it. The reactants are: [C:1]([O:4][C@@H:5]1[C@@H:10]([O:11][C:12](=[O:14])[CH3:13])[C@H:9]([O:15][C:16](=[O:18])[CH3:17])[C@@H:8]([CH2:19][O:20][C:21](=[O:23])[CH3:22])[O:7][C@H:6]1[O:24][C:25]1[C:29]([CH2:30][C:31]2[CH:36]=[CH:35][C:34]([O:37][CH2:38][CH2:39][CH2:40][N:41]([C:47]([O:49][CH2:50][C:51]3[CH:56]=[CH:55][CH:54]=[CH:53][CH:52]=3)=[O:48])[CH2:42][CH2:43][C:44](O)=[O:45])=[CH:33][C:32]=2[CH3:57])=[C:28]([CH:58]([CH3:60])[CH3:59])[NH:27][N:26]=1)(=[O:3])[CH3:2].Cl.[NH2:62][C@H:63]([C:66]([NH2:68])=[O:67])[CH2:64][OH:65].ON1C2C=CC=CC=2N=N1.Cl.C(N=C=NCCCN(C)C)C. (5) Given the product [F:1][C:2]1[CH:3]=[CH:4][C:5]([CH2:8][O:9][C:10]2[CH:15]=[N:14][N:13]([C:18]3[CH:23]=[CH:22][C:21]4[C:24]5[CH2:25][N:26]([C:32]([O:34][C:35]([CH3:38])([CH3:37])[CH3:36])=[O:33])[CH2:27][CH2:28][CH2:29][C:30]=5[O:31][C:20]=4[CH:19]=3)[C:12](=[O:16])[CH:11]=2)=[N:6][CH:7]=1, predict the reactants needed to synthesize it. The reactants are: [F:1][C:2]1[CH:3]=[CH:4][C:5]([CH2:8][O:9][C:10]2[CH:15]=[N:14][NH:13][C:12](=[O:16])[CH:11]=2)=[N:6][CH:7]=1.Br[C:18]1[CH:23]=[CH:22][C:21]2[C:24]3[CH2:25][N:26]([C:32]([O:34][C:35]([CH3:38])([CH3:37])[CH3:36])=[O:33])[CH2:27][CH2:28][CH2:29][C:30]=3[O:31][C:20]=2[CH:19]=1.C([O-])([O-])=O.[Cs+].[Cs+].CN[C@@H]1CCCC[C@H]1NC. (6) Given the product [Cl:4][C:5]1[C:9]([CH2:10][N:11]([S:13]([C:16]2[CH:21]=[CH:20][C:19]([Cl:22])=[CH:18][CH:17]=2)(=[O:15])=[O:14])[CH3:12])=[CH:8][S:7][C:6]=1[C:23]([OH:25])=[O:24], predict the reactants needed to synthesize it. The reactants are: [OH-].[Li+].O.[Cl:4][C:5]1[C:9]([CH2:10][N:11]([S:13]([C:16]2[CH:21]=[CH:20][C:19]([Cl:22])=[CH:18][CH:17]=2)(=[O:15])=[O:14])[CH3:12])=[CH:8][S:7][C:6]=1[C:23]([O:25]C)=[O:24]. (7) Given the product [Cl:18][C:15]1[CH:14]=[CH:13][C:12]([C@@H:11]2[CH2:10][O:9][CH2:8][C@@H:7]3[CH2:19][CH2:20][CH2:21][C:1](=[O:5])[N:6]23)=[CH:17][CH:16]=1, predict the reactants needed to synthesize it. The reactants are: [C:1]([N:6]1[C@H:11]([C:12]2[CH:17]=[CH:16][C:15]([Cl:18])=[CH:14][CH:13]=2)[CH2:10][O:9][CH2:8][C@@H:7]1/[CH:19]=[CH:20]/[C:21](OC)=O)(=[O:5])CC=C.C(N1[C@H](C2C=CC(Cl)=CC=2)COC[C@@H]1/C=C\C(OC)=O)(=O)CC=C.C(N(CC)CC)C.[H][H].